From a dataset of Forward reaction prediction with 1.9M reactions from USPTO patents (1976-2016). Predict the product of the given reaction. (1) Given the reactants [F:1][C:2]1[C:3]([C:9]2[N:18]=[C:17]([N:19]3[CH2:24][CH2:23][NH:22][CH2:21][CH2:20]3)[C:16]3[C:11](=[CH:12][C:13]([CH3:25])=[CH:14][CH:15]=3)[N:10]=2)=[C:4]([OH:8])[CH:5]=[CH:6][CH:7]=1.N1([C:31]([O:33][CH2:34][C:35]2[CH:40]=[CH:39][N:38]=[CH:37][CH:36]=2)=[O:32])C=CN=C1.C(N(CC)CC)C, predict the reaction product. The product is: [F:1][C:2]1[CH:7]=[CH:6][CH:5]=[C:4]([OH:8])[C:3]=1[C:9]1[N:18]=[C:17]([N:19]2[CH2:24][CH2:23][N:22]([C:31]([O:33][CH2:34][C:35]3[CH:40]=[CH:39][N:38]=[CH:37][CH:36]=3)=[O:32])[CH2:21][CH2:20]2)[C:16]2[C:11](=[CH:12][C:13]([CH3:25])=[CH:14][CH:15]=2)[N:10]=1. (2) Given the reactants C(=O)([O-])[O-].[Na+].[Na+].Br.[S:8]1[C:12]([C:13]2[N:14]3[CH2:20][CH2:19][N:18]=[C:15]3[S:16][CH:17]=2)=[CH:11][C:10]2[CH:21]=[CH:22][CH:23]=[CH:24][C:9]1=2, predict the reaction product. The product is: [S:8]1[C:12]([C:13]2[N:14]3[CH2:20][CH2:19][N:18]=[C:15]3[S:16][CH:17]=2)=[CH:11][C:10]2[CH:21]=[CH:22][CH:23]=[CH:24][C:9]1=2. (3) Given the reactants C[O:2][C:3]([C:5]1[O:6][C:7]([CH2:10][O:11][C:12]2[CH:17]=[CH:16][C:15](I)=[CH:14][CH:13]=2)=[CH:8][CH:9]=1)=[O:4].[CH3:19][C:20]1[CH:25]=[CH:24][C:23](B(O)O)=[CH:22][CH:21]=1.[OH-].[Na+], predict the reaction product. The product is: [CH3:19][C:20]1[CH:25]=[CH:24][C:23]([C:15]2[CH:16]=[CH:17][C:12]([O:11][CH2:10][C:7]3[O:6][C:5]([C:3]([OH:2])=[O:4])=[CH:9][CH:8]=3)=[CH:13][CH:14]=2)=[CH:22][CH:21]=1. (4) Given the reactants [CH3:1][O:2][C:3]1[C:24]([O:25][CH2:26][CH2:27][CH2:28][CH2:29][CH2:30][C:31]([OH:33])=[O:32])=[CH:23][C:6]2[N:7]([C:16]3[CH:21]=[CH:20][C:19]([CH3:22])=[CH:18][CH:17]=3)[C:8]([C:10]3[CH:15]=[CH:14][CH:13]=[CH:12][CH:11]=3)=[N:9][C:5]=2[CH:4]=1.[C:34](=O)(O)[O-].[K+], predict the reaction product. The product is: [CH3:34][O:32][C:31](=[O:33])[CH2:30][CH2:29][CH2:28][CH2:27][CH2:26][O:25][C:24]1[C:3]([O:2][CH3:1])=[CH:4][C:5]2[NH:9][CH:8]([C:10]3[CH:15]=[CH:14][CH:13]=[CH:12][CH:11]=3)[N:7]([C:16]3[CH:21]=[CH:20][C:19]([CH3:22])=[CH:18][CH:17]=3)[C:6]=2[CH:23]=1.